This data is from Full USPTO retrosynthesis dataset with 1.9M reactions from patents (1976-2016). The task is: Predict the reactants needed to synthesize the given product. Given the product [Cl:1][C:2]1[CH:7]=[CH:6][C:5]([NH:8][C:19](=[O:26])[C:20]2[CH:25]=[CH:24][CH:23]=[CH:22][CH:21]=2)=[CH:4][C:3]=1[C:9]1[O:10][C:11]2[CH:17]=[CH:16][C:15]([CH3:18])=[CH:14][C:12]=2[N:13]=1, predict the reactants needed to synthesize it. The reactants are: [Cl:1][C:2]1[CH:7]=[CH:6][C:5]([NH2:8])=[CH:4][C:3]=1[C:9]1[O:10][C:11]2[CH:17]=[CH:16][C:15]([CH3:18])=[CH:14][C:12]=2[N:13]=1.[C:19](Cl)(=[O:26])[C:20]1[CH:25]=[CH:24][CH:23]=[CH:22][CH:21]=1.